This data is from Catalyst prediction with 721,799 reactions and 888 catalyst types from USPTO. The task is: Predict which catalyst facilitates the given reaction. (1) Reactant: [OH-].[Na+].Cl.[N+:4]([C:7]1[CH:8]=[C:9]([NH:13][NH2:14])[CH:10]=[CH:11][CH:12]=1)([O-:6])=[O:5].C(O)(=O)C.[CH:19](=O)[CH2:20][CH3:21]. Product: [N+:4]([C:7]1[CH:8]=[C:9]([NH:13][N:14]=[CH:19][CH2:20][CH3:21])[CH:10]=[CH:11][CH:12]=1)([O-:6])=[O:5]. The catalyst class is: 8. (2) Reactant: [CH2:1]([OH:6])[C:2]#[C:3][CH2:4][CH3:5].[S:7](Cl)([C:10]1[CH:16]=[CH:15][C:13]([CH3:14])=[CH:12][CH:11]=1)(=[O:9])=[O:8].[OH-].[K+]. Product: [CH3:14][C:13]1[CH:15]=[CH:16][C:10]([S:7]([O:6][CH2:1][C:2]#[C:3][CH2:4][CH3:5])(=[O:9])=[O:8])=[CH:11][CH:12]=1. The catalyst class is: 1. (3) Reactant: C[O:2][C:3](=[O:37])[C:4]1[CH:9]=[CH:8][C:7]([S:10][C:11]2[CH:16]=[CH:15][C:14]([NH:17][C:18]([O:20][C:21]([CH3:24])([CH3:23])[CH3:22])=[O:19])=[CH:13][CH:12]=2)=[C:6]([NH:25][C:26]2[C:27]3[CH:35]=[CH:34][C:33]([CH3:36])=[N:32][C:28]=3[N:29]=[CH:30][N:31]=2)[CH:5]=1.[Li+].[OH-]. Product: [C:21]([O:20][C:18]([NH:17][C:14]1[CH:13]=[CH:12][C:11]([S:10][C:7]2[CH:8]=[CH:9][C:4]([C:3]([OH:37])=[O:2])=[CH:5][C:6]=2[NH:25][C:26]2[C:27]3[CH:35]=[CH:34][C:33]([CH3:36])=[N:32][C:28]=3[N:29]=[CH:30][N:31]=2)=[CH:16][CH:15]=1)=[O:19])([CH3:24])([CH3:23])[CH3:22]. The catalyst class is: 1.